This data is from Forward reaction prediction with 1.9M reactions from USPTO patents (1976-2016). The task is: Predict the product of the given reaction. (1) Given the reactants [CH3:1][O:2][CH2:3][CH2:4][OH:5].[H-].[Na+].[Cl:8][C:9]1[CH:10]=[C:11]([NH:16][C:17]2[C:26]3[C:21](=[CH:22][C:23](F)=[C:24]([N+:27]([O-:29])=[O:28])[CH:25]=3)[N:20]=[CH:19][N:18]=2)[CH:12]=[CH:13][C:14]=1[F:15].O, predict the reaction product. The product is: [Cl:8][C:9]1[CH:10]=[C:11]([NH:16][C:17]2[C:26]3[C:21](=[CH:22][C:23]([O:5][CH2:4][CH2:3][O:2][CH3:1])=[C:24]([N+:27]([O-:29])=[O:28])[CH:25]=3)[N:20]=[CH:19][N:18]=2)[CH:12]=[CH:13][C:14]=1[F:15]. (2) Given the reactants Cl.[CH2:2]([O:9][C:10]([NH:12][CH2:13][CH2:14][CH2:15][NH2:16])=[O:11])[C:3]1[CH:8]=[CH:7][CH:6]=[CH:5][CH:4]=1.C(N(CC)CC)C.[CH2:24]([O:31][C:32](=[O:35])[CH2:33]Br)[C:25]1[CH:30]=[CH:29][CH:28]=[CH:27][CH:26]=1.Cl, predict the reaction product. The product is: [CH2:24]([O:31][C:32](=[O:35])[CH2:33][NH:16][CH2:15][CH2:14][CH2:13][NH:12][C:10]([O:9][CH2:2][C:3]1[CH:8]=[CH:7][CH:6]=[CH:5][CH:4]=1)=[O:11])[C:25]1[CH:30]=[CH:29][CH:28]=[CH:27][CH:26]=1. (3) Given the reactants C[O:2][C:3](=[O:7])[C:4]([CH3:6])=[CH2:5].[CH2:8](OC(=O)C(C)=C)[C:9]1[CH:14]=[CH:13][CH:12]=[CH:11][CH:10]=1.CO[C:23](=O)[C:24](C)=[CH2:25].C(OC(=O)C(C)=C)C1C=CC=CC=1, predict the reaction product. The product is: [CH3:6][C:4]([C:3]([O:2][CH:10]1[C@@:9]2([CH3:8])[C:24]([CH3:25])([CH3:23])[C@H:12]([CH2:13][CH2:14]2)[CH2:11]1)=[O:7])=[CH2:5]. (4) Given the reactants [Si]([O:8][C@@H:9]([CH3:26])[C@:10]([C:18]1[CH:23]=[CH:22][C:21]([F:24])=[CH:20][C:19]=1[F:25])([OH:17])[CH2:11][N:12]1[CH:16]=[N:15][CH:14]=[N:13]1)(C(C)(C)C)(C)C.CCCC[N+](CCCC)(CCCC)CCCC.[F-].O, predict the reaction product. The product is: [F:25][C:19]1[CH:20]=[C:21]([F:24])[CH:22]=[CH:23][C:18]=1[C@:10]([OH:17])([C@@H:9]([OH:8])[CH3:26])[CH2:11][N:12]1[CH:16]=[N:15][CH:14]=[N:13]1.